This data is from Catalyst prediction with 721,799 reactions and 888 catalyst types from USPTO. The task is: Predict which catalyst facilitates the given reaction. Reactant: [OH-].[K+].O.[I-].[CH3:5][S+](C)C.[N:9]1[C:18]2[C:13](=[CH:14][CH:15]=[CH:16][CH:17]=2)[CH:12]=[CH:11][C:10]=1[CH:19]=[O:20].[C:21](#[N:23])C. Product: [CH3:5][NH:23][CH2:21][CH:19]([C:10]1[CH:11]=[CH:12][C:13]2[C:18](=[CH:17][CH:16]=[CH:15][CH:14]=2)[N:9]=1)[OH:20]. The catalyst class is: 28.